Dataset: CYP2C19 inhibition data for predicting drug metabolism from PubChem BioAssay. Task: Regression/Classification. Given a drug SMILES string, predict its absorption, distribution, metabolism, or excretion properties. Task type varies by dataset: regression for continuous measurements (e.g., permeability, clearance, half-life) or binary classification for categorical outcomes (e.g., BBB penetration, CYP inhibition). Dataset: cyp2c19_veith. The compound is NS(=O)(=O)c1cc2c(cc1Cl)N[C@H](Cc1ccccc1)NS2(=O)=O. The result is 0 (non-inhibitor).